Dataset: Reaction yield outcomes from USPTO patents with 853,638 reactions. Task: Predict the reaction yield, written as a fraction of the theoretical maximum amount of product (1.0 means a 100% yield; for example, 0.34 means a 34% yield). The reactants are [O:1]1[CH2:6][CH2:5][N:4]([CH2:7][CH2:8][O:9][C:10]2[CH:15]=[CH:14][C:13]([C:16]3[CH:17]=[CH:18][C:19]([CH2:22][C:23]#N)=[N:20][CH:21]=3)=[CH:12][CH:11]=2)[CH2:3][CH2:2]1.OS(O)(=O)=O.[C:30](=O)(O)[O-:31].[Na+].C(=O)(O)[O-:36].[Na+].ClCCl. The product is [O:1]1[CH2:6][CH2:5][N:4]([CH2:7][CH2:8][O:9][C:10]2[CH:15]=[CH:14][C:13]([C:16]3[CH:17]=[CH:18][C:19]([CH2:22][C:23]([O:31][CH3:30])=[O:36])=[N:20][CH:21]=3)=[CH:12][CH:11]=2)[CH2:3][CH2:2]1. The catalyst is ClCCl.CO. The yield is 0.977.